From a dataset of Reaction yield outcomes from USPTO patents with 853,638 reactions. Predict the reaction yield, written as a fraction of the theoretical maximum amount of product (1.0 means a 100% yield; for example, 0.34 means a 34% yield). (1) The catalyst is CO. The yield is 0.780. The product is [OH:2][CH2:1][C:3]1[C:11]2[O:10][CH2:9][CH:8]([C:12]3[CH:17]=[CH:16][C:15]([CH:18]([CH3:19])[CH3:20])=[CH:14][CH:13]=3)[C:7]=2[C:6]([CH3:21])=[C:5]([NH:22][C:23](=[O:29])[CH2:24][C:25]([CH3:28])([CH3:27])[CH3:26])[C:4]=1[CH3:30]. The reactants are [CH:1]([C:3]1[C:11]2[O:10][CH2:9][CH:8]([C:12]3[CH:17]=[CH:16][C:15]([CH:18]([CH3:20])[CH3:19])=[CH:14][CH:13]=3)[C:7]=2[C:6]([CH3:21])=[C:5]([NH:22][C:23](=[O:29])[CH2:24][C:25]([CH3:28])([CH3:27])[CH3:26])[C:4]=1[CH3:30])=[O:2].[BH4-].[Na+]. (2) The reactants are [P:1](Cl)([Cl:4])([Cl:3])=[O:2].[OH:6][C:7]1[CH:8]=[C:9]2[C:14](=[CH:15][CH:16]=1)[CH:13]=[C:12]([C@H:17]([CH3:22])[C:18]([O:20][CH3:21])=[O:19])[CH:11]=[CH:10]2.C(N(CC)CC)C. The catalyst is C(OCC)C. The product is [Cl:3][P:1]([O:6][C:7]1[CH:8]=[C:9]2[C:14](=[CH:15][CH:16]=1)[CH:13]=[C:12]([C@H:17]([CH3:22])[C:18]([O:20][CH3:21])=[O:19])[CH:11]=[CH:10]2)([Cl:4])=[O:2]. The yield is 0.950. (3) The reactants are [CH2:1]([C:3]1[CH:4]=[N:5][C:6]([N:9]2[CH2:14][CH2:13][NH:12][CH:11]([C:15]([F:18])([F:17])[F:16])[CH2:10]2)=[N:7][CH:8]=1)[CH3:2].CC1(C)C(C)(C)OB([C:27]2[CH:28]=[CH:29][C:30](N3CCN(C(OC(C)(C)C)=O)CC3C(F)(F)F)=[N:31][CH:32]=2)O1.Br[C:52]1[CH:57]=[CH:56][C:55]([N:58]2[C:62](=[O:63])[N:61]([CH2:64][CH2:65][CH3:66])[N:60]=[CH:59]2)=[C:54]([F:67])[CH:53]=1. No catalyst specified. The product is [CH2:1]([C:3]1[CH:4]=[N:5][C:6]([N:9]2[CH2:14][CH2:13][N:12]([C:30]3[N:31]=[CH:32][C:27]([C:52]4[CH:57]=[CH:56][C:55]([N:58]5[C:62](=[O:63])[N:61]([CH2:64][CH2:65][CH3:66])[N:60]=[CH:59]5)=[C:54]([F:67])[CH:53]=4)=[CH:28][CH:29]=3)[CH:11]([C:15]([F:18])([F:17])[F:16])[CH2:10]2)=[N:7][CH:8]=1)[CH3:2]. The yield is 0.263. (4) The reactants are [F:1][CH2:2][CH2:3][CH2:4][O:5][C:6]1[CH:14]=[C:13]2[C:9]([CH2:10][CH2:11][C:12]2=[O:15])=[CH:8][CH:7]=1.[C:16]([O:20]C)(=O)[CH:17]=[CH2:18].[CH3:22][C:23](C)([O-])C.[K+].[OH-].[K+]. The catalyst is O. The product is [F:1][CH2:2][CH2:3][CH2:4][O:5][C:6]1[CH:14]=[C:13]2[C:9]([CH2:10][C:11]3([CH2:18][CH2:17][C:16](=[O:20])[CH2:23][CH2:22]3)[C:12]2=[O:15])=[CH:8][CH:7]=1. The yield is 0.241. (5) The reactants are [OH-].[Na+].C([O:5][C:6]([C:8]1[CH:12]=[C:11]([CH2:13][CH2:14][C:15]2[CH:20]=[CH:19][C:18]([Cl:21])=[CH:17][CH:16]=2)[NH:10][N:9]=1)=[O:7])C. The catalyst is CO. The product is [Cl:21][C:18]1[CH:19]=[CH:20][C:15]([CH2:14][CH2:13][C:11]2[NH:10][N:9]=[C:8]([C:6]([OH:7])=[O:5])[CH:12]=2)=[CH:16][CH:17]=1. The yield is 0.922. (6) The reactants are [C:1]([OH:9])(=[O:8])[CH2:2][O:3][CH2:4][C:5]([OH:7])=O.[CH3:10]S(C)=O.[CH3:14][OH:15]. No catalyst specified. The product is [CH3:14][O:15][C:5](=[O:7])[CH2:4][O:3][CH2:2][C:1]([O:9][CH3:10])=[O:8]. The yield is 0.690.